From a dataset of Forward reaction prediction with 1.9M reactions from USPTO patents (1976-2016). Predict the product of the given reaction. (1) Given the reactants C([O:3][C:4]([CH:6]1[CH2:11][CH2:10][N:9]([C:12]2[CH:17]=[CH:16][CH:15]=[C:14]([C:18](=[O:41])[NH:19][C:20]3[N:21]=[N:22][C:23]([N:26]4[C:30]([C:31]([F:34])([F:33])[F:32])=[CH:29][C:28]([C:35]5[CH:36]=[N:37][CH:38]=[CH:39][CH:40]=5)=[N:27]4)=[CH:24][CH:25]=3)[CH:13]=2)[CH2:8][CH2:7]1)=[O:5])C.O.[OH-].[Li+], predict the reaction product. The product is: [N:37]1[CH:38]=[CH:39][CH:40]=[C:35]([C:28]2[CH:29]=[C:30]([C:31]([F:34])([F:32])[F:33])[N:26]([C:23]3[N:22]=[N:21][C:20]([NH:19][C:18]([C:14]4[CH:13]=[C:12]([N:9]5[CH2:10][CH2:11][CH:6]([C:4]([OH:5])=[O:3])[CH2:7][CH2:8]5)[CH:17]=[CH:16][CH:15]=4)=[O:41])=[CH:25][CH:24]=3)[N:27]=2)[CH:36]=1. (2) Given the reactants [CH3:1][C:2]([CH3:24])([CH3:23])[C:3]#[C:4][C:5]1[S:9][C:8]([C:10]([O:12][CH3:13])=[O:11])=[C:7]([NH:14][C@H:15]2[CH2:20][CH2:19][CH2:18][N:17]([CH3:21])[C:16]2=[O:22])[CH:6]=1.N1C=CC=CC=1.[Cl:31][C:32]1[CH:40]=[C:39]([Cl:41])[CH:38]=[CH:37][C:33]=1[C:34](Cl)=[O:35], predict the reaction product. The product is: [CH3:1][C:2]([CH3:24])([CH3:23])[C:3]#[C:4][C:5]1[S:9][C:8]([C:10]([O:12][CH3:13])=[O:11])=[C:7]([N:14]([C:34](=[O:35])[C:33]2[CH:37]=[CH:38][C:39]([Cl:41])=[CH:40][C:32]=2[Cl:31])[C@H:15]2[CH2:20][CH2:19][CH2:18][N:17]([CH3:21])[C:16]2=[O:22])[CH:6]=1. (3) Given the reactants [N+:1]([C:4]1[CH:5]=[C:6]([CH:8]=[CH:9][CH:10]=1)[NH2:7])([O-:3])=[O:2].C([N:14]1[C:22]2[C:17](=[CH:18][C:19]([C:23](Cl)=[O:24])=[CH:20][CH:21]=2)[C:16]([C:26]2[CH:31]=[CH:30][C:29]([F:32])=[CH:28][CH:27]=2)=[N:15]1)(=O)C.O, predict the reaction product. The product is: [F:32][C:29]1[CH:28]=[CH:27][C:26]([C:16]2[C:17]3[C:22](=[CH:21][CH:20]=[C:19]([C:23]([NH:7][C:6]4[CH:8]=[CH:9][CH:10]=[C:4]([N+:1]([O-:3])=[O:2])[CH:5]=4)=[O:24])[CH:18]=3)[NH:14][N:15]=2)=[CH:31][CH:30]=1. (4) The product is: [F:1][C:2]1[CH:3]=[C:4]([S:15][C:16]2[CH:21]=[CH:20][CH:19]=[CH:18][CH:17]=2)[CH:5]=[C:6]2[C:11]=1[C@H:10]([C:12]([NH2:14])=[O:13])[CH2:9][CH2:8][CH2:7]2. Given the reactants [F:1][C:2]1[CH:3]=[C:4]([S:15][C:16]2[CH:21]=[CH:20][CH:19]=[CH:18][CH:17]=2)[CH:5]=[C:6]2[C:11]=1[C:10]([C:12]([NH2:14])=[O:13])=[CH:9][CH2:8][CH2:7]2, predict the reaction product. (5) Given the reactants Br[C:2]1[C:12]2[O:11][CH2:10][CH2:9][N:8]([C:13]([O:15][C:16]([CH3:19])([CH3:18])[CH3:17])=[O:14])[CH2:7][C:6]=2[CH:5]=[CH:4][CH:3]=1.[CH3:20][O:21][C:22]1[CH:27]=[CH:26][CH:25]=[CH:24][C:23]=1B(O)O.O, predict the reaction product. The product is: [CH3:20][O:21][C:22]1[CH:27]=[CH:26][CH:25]=[CH:24][C:23]=1[C:2]1[C:12]2[O:11][CH2:10][CH2:9][N:8]([C:13]([O:15][C:16]([CH3:19])([CH3:18])[CH3:17])=[O:14])[CH2:7][C:6]=2[CH:5]=[CH:4][CH:3]=1. (6) Given the reactants [CH3:1][O:2][CH2:3][C:4]1[O:8][N:7]=[C:6]([C:9]2[CH:14]=[CH:13][CH:12]=[CH:11][CH:10]=2)[C:5]=1[C:15]([OH:17])=O.S(Cl)([Cl:20])=O, predict the reaction product. The product is: [CH3:1][O:2][CH2:3][C:4]1[O:8][N:7]=[C:6]([C:9]2[CH:14]=[CH:13][CH:12]=[CH:11][CH:10]=2)[C:5]=1[C:15]([Cl:20])=[O:17]. (7) Given the reactants [Cl:1][C:2]1[CH:31]=[C:30]([N+:32]([O-])=O)[CH:29]=[C:28]([F:35])[C:3]=1[O:4][C:5]1[CH:6]=[CH:7][CH:8]=[C:9]2[C:13]=1[C:12](=[O:14])[N:11]([CH2:15][C:16]1[CH:21]=[CH:20][C:19]([C:22]3[CH:23]=[N:24][N:25]([CH3:27])[CH:26]=3)=[CH:18][CH:17]=1)[CH2:10]2.CO.O.NN, predict the reaction product. The product is: [NH2:32][C:30]1[CH:29]=[C:28]([F:35])[C:3]([O:4][C:5]2[CH:6]=[CH:7][CH:8]=[C:9]3[C:13]=2[C:12](=[O:14])[N:11]([CH2:15][C:16]2[CH:17]=[CH:18][C:19]([C:22]4[CH:23]=[N:24][N:25]([CH3:27])[CH:26]=4)=[CH:20][CH:21]=2)[CH2:10]3)=[C:2]([Cl:1])[CH:31]=1.